Dataset: Catalyst prediction with 721,799 reactions and 888 catalyst types from USPTO. Task: Predict which catalyst facilitates the given reaction. (1) Reactant: [NH2:1][C:2]1[C:3]([N+:13]([O-:15])=[O:14])=[C:4]([CH:8]=[C:9](F)[C:10]=1[F:11])[C:5]([OH:7])=[O:6].[CH3:16][CH2:17][O-:18].[Na+]. Product: [NH2:1][C:2]1[C:3]([N+:13]([O-:15])=[O:14])=[C:4]([CH:8]=[C:9]([O:18][CH2:17][CH3:16])[C:10]=1[F:11])[C:5]([OH:7])=[O:6]. The catalyst class is: 8. (2) Reactant: [F:1][C:2]([F:30])([F:29])[C:3]([N:5]1[CH:10]2[CH2:11][CH2:12][CH:6]1[CH2:7][C:8](=[C:13]1[C:26]3[CH:25]=[CH:24][C:23]([C:27]#[N:28])=[CH:22][C:21]=3[O:20][C:19]3[C:14]1=[CH:15][CH:16]=[CH:17][CH:18]=3)[CH2:9]2)=[O:4].[N-:31]=[N+:32]=[N-:33].[Na+].[NH4+].[Cl-]. Product: [F:30][C:2]([F:29])([F:1])[C:3]([N:5]1[CH:10]2[CH2:11][CH2:12][CH:6]1[CH2:7][C:8](=[C:13]1[C:26]3[CH:25]=[CH:24][C:23]([C:27]4[NH:33][N:32]=[N:31][N:28]=4)=[CH:22][C:21]=3[O:20][C:19]3[C:14]1=[CH:15][CH:16]=[CH:17][CH:18]=3)[CH2:9]2)=[O:4]. The catalyst class is: 3.